Dataset: Peptide-MHC class I binding affinity with 185,985 pairs from IEDB/IMGT. Task: Regression. Given a peptide amino acid sequence and an MHC pseudo amino acid sequence, predict their binding affinity value. This is MHC class I binding data. (1) The peptide sequence is ASSMVNGVVK. The MHC is HLA-A11:01 with pseudo-sequence HLA-A11:01. The binding affinity (normalized) is 0.684. (2) The peptide sequence is YTVSYPNL. The MHC is H-2-Db with pseudo-sequence H-2-Db. The binding affinity (normalized) is 0. (3) The peptide sequence is FELTSMKYF. The MHC is HLA-B44:03 with pseudo-sequence HLA-B44:03. The binding affinity (normalized) is 0.531. (4) The peptide sequence is IALLIIPPK. The MHC is HLA-A11:01 with pseudo-sequence HLA-A11:01. The binding affinity (normalized) is 0.567. (5) The peptide sequence is SYVFNFHKY. The MHC is HLA-B58:01 with pseudo-sequence HLA-B58:01. The binding affinity (normalized) is 0.0847. (6) The peptide sequence is ITLWQRPLV. The MHC is HLA-B44:03 with pseudo-sequence HLA-B44:03. The binding affinity (normalized) is 0.00327. (7) The peptide sequence is FADINGKLY. The MHC is HLA-B40:01 with pseudo-sequence HLA-B40:01. The binding affinity (normalized) is 0.